Dataset: Peptide-MHC class II binding affinity with 134,281 pairs from IEDB. Task: Regression. Given a peptide amino acid sequence and an MHC pseudo amino acid sequence, predict their binding affinity value. This is MHC class II binding data. (1) The peptide sequence is AALMMAVSLMVGVSI. The MHC is HLA-DPA10103-DPB10401 with pseudo-sequence HLA-DPA10103-DPB10401. The binding affinity (normalized) is 0.261. (2) The peptide sequence is YDKFLANVSTVYTGK. The MHC is DRB1_1001 with pseudo-sequence DRB1_1001. The binding affinity (normalized) is 0.728. (3) The peptide sequence is AQQSKLAQRRVFHGV. The MHC is DRB3_0101 with pseudo-sequence DRB3_0101. The binding affinity (normalized) is 0.